Dataset: Full USPTO retrosynthesis dataset with 1.9M reactions from patents (1976-2016). Task: Predict the reactants needed to synthesize the given product. (1) Given the product [CH3:1][C:2]1[CH:3]=[C:4]([C:33]2[CH:34]=[C:35]([CH:40]=[CH:41][CH:42]=2)[C:36]([O:38][CH3:39])=[O:37])[CH:5]=[CH:6][C:7]=1[O:8][C@@H:9]1[C@:14]([OH:16])([CH3:15])[C@@H:13]([OH:20])[C@H:12]([OH:24])[C@@H:11]([CH2:28][OH:29])[O:10]1, predict the reactants needed to synthesize it. The reactants are: [CH3:1][C:2]1[CH:3]=[C:4]([C:33]2[CH:34]=[C:35]([CH:40]=[CH:41][CH:42]=2)[C:36]([O:38][CH3:39])=[O:37])[CH:5]=[CH:6][C:7]=1[O:8][C@@H:9]1[C@:14]([O:16]C(=O)C)([CH3:15])[C@@H:13]([O:20]C(=O)C)[C@H:12]([O:24]C(=O)C)[C@@H:11]([CH2:28][O:29]C(=O)C)[O:10]1.C[O-].[Na+]. (2) Given the product [Cl:1][C:2]1[C:3]([C:18]2[N:22]=[C:21]([C:23]3[N:24]=[C:25]4[C:30]([C:31]#[N:32])=[CH:29][C:28]([CH3:33])=[CH:27][N:26]4[CH:34]=3)[O:20][N:19]=2)=[CH:4][C:5]([F:17])=[C:6]([CH2:8][CH2:9][C:10]([OH:12])=[O:11])[CH:7]=1, predict the reactants needed to synthesize it. The reactants are: [Cl:1][C:2]1[C:3]([C:18]2[N:22]=[C:21]([C:23]3[N:24]=[C:25]4[C:30]([C:31]#[N:32])=[CH:29][C:28]([CH3:33])=[CH:27][N:26]4[CH:34]=3)[O:20][N:19]=2)=[CH:4][C:5]([F:17])=[C:6]([CH2:8][CH2:9][C:10]([O:12]C(C)(C)C)=[O:11])[CH:7]=1. (3) Given the product [CH3:29][NH:30][C:2]1[N:7]=[CH:6][N:5]=[C:4]([O:8][C:9]2[CH:14]=[CH:13][C:12]([NH:15][C:16]([NH:18][C:19]3[CH:24]=[CH:23][CH:22]=[C:21]([C:25]([F:28])([F:27])[F:26])[CH:20]=3)=[O:17])=[CH:11][CH:10]=2)[CH:3]=1, predict the reactants needed to synthesize it. The reactants are: Cl[C:2]1[N:7]=[CH:6][N:5]=[C:4]([O:8][C:9]2[CH:14]=[CH:13][C:12]([NH:15][C:16]([NH:18][C:19]3[CH:24]=[CH:23][CH:22]=[C:21]([C:25]([F:28])([F:27])[F:26])[CH:20]=3)=[O:17])=[CH:11][CH:10]=2)[CH:3]=1.[CH3:29][NH2:30]. (4) Given the product [C:48]([O:15][CH2:14][C:13]([CH3:17])([CH3:16])[CH2:12][N:11]1[C:5]2[CH:4]=[CH:3][C:2]([Cl:1])=[CH:41][C:6]=2[C@@H:7]([C:31]2[CH:36]=[CH:35][CH:34]=[C:33]([O:37][CH3:38])[C:32]=2[O:39][CH3:40])[O:8][C@H:9]([CH2:19][C:20]([NH:22][C:23]2[CH:27]=[CH:26][S:25][C:24]=2[C:28]([OH:30])=[O:29])=[O:21])[C:10]1=[O:18])(=[O:50])[CH3:49], predict the reactants needed to synthesize it. The reactants are: [Cl:1][C:2]1[CH:3]=[CH:4][C:5]2[N:11]([CH2:12][C:13]([CH3:17])([CH3:16])[CH2:14][OH:15])[C:10](=[O:18])[C@@H:9]([CH2:19][C:20]([NH:22][C:23]3[CH:27]=[CH:26][S:25][C:24]=3[C:28]([OH:30])=[O:29])=[O:21])[O:8][C@H:7]([C:31]3[CH:36]=[CH:35][CH:34]=[C:33]([O:37][CH3:38])[C:32]=3[O:39][CH3:40])[C:6]=2[CH:41]=1.N1C=CC=CC=1.[C:48](OCC)(=[O:50])[CH3:49].C(Cl)(=O)C. (5) Given the product [CH3:5][C:4](=[N:15][S@:13]([C:10]([CH3:12])([CH3:11])[CH3:9])=[O:14])[CH2:3][C@@H:2]([CH3:1])[CH2:7][CH3:8], predict the reactants needed to synthesize it. The reactants are: [CH3:1][C@@H:2]([CH2:7][CH3:8])[CH2:3][C:4](=O)[CH3:5].[CH3:9][C:10]([S@@:13]([NH2:15])=[O:14])([CH3:12])[CH3:11]. (6) Given the product [N:1]1[C:9]2[C:4](=[N:5][CH:6]=[CH:7][CH:8]=2)[N:3]([C:10]2[S:14][C:13]([C:15]([NH2:31])=[O:17])=[C:12]([O:19][CH2:20][C:21]3[CH:26]=[CH:25][CH:24]=[CH:23][C:22]=3[C:27]([F:29])([F:28])[F:30])[CH:11]=2)[CH:2]=1, predict the reactants needed to synthesize it. The reactants are: [N:1]1[C:9]2[C:4](=[N:5][CH:6]=[CH:7][CH:8]=2)[N:3]([C:10]2[S:14][C:13]([C:15]([O:17]C)=O)=[C:12]([O:19][CH2:20][C:21]3[CH:26]=[CH:25][CH:24]=[CH:23][C:22]=3[C:27]([F:30])([F:29])[F:28])[CH:11]=2)[CH:2]=1.[NH3:31]. (7) Given the product [C:7]([O:11][C:12](=[O:13])[N:14]([CH:15]([C:19]1[CH:24]=[CH:23][CH:22]=[CH:21][CH:20]=1)[CH2:16][OH:18])[CH3:28])([CH3:8])([CH3:9])[CH3:10], predict the reactants needed to synthesize it. The reactants are: [H-].[Al+3].[Li+].[H-].[H-].[H-].[C:7]([O:11][C:12]([NH:14][CH:15]([C:19]1[CH:24]=[CH:23][CH:22]=[CH:21][CH:20]=1)[C:16]([OH:18])=O)=[O:13])([CH3:10])([CH3:9])[CH3:8].[OH-].[Na+].O1CCC[CH2:28]1.